Dataset: Forward reaction prediction with 1.9M reactions from USPTO patents (1976-2016). Task: Predict the product of the given reaction. (1) Given the reactants C[O:2][C:3](=[O:20])[CH2:4][C:5]1[CH:10]=[CH:9][CH:8]=[C:7]([NH:11][C:12]([C:14]2[O:15][C:16](Br)=[CH:17][CH:18]=2)=[O:13])[CH:6]=1.[F:21][C:22]1[CH:23]=[C:24](B(O)O)[CH:25]=[C:26]([F:28])[CH:27]=1, predict the reaction product. The product is: [F:21][C:22]1[CH:23]=[C:24]([C:16]2[O:15][C:14]([C:12]([NH:11][C:7]3[CH:6]=[C:5]([CH2:4][C:3]([OH:2])=[O:20])[CH:10]=[CH:9][CH:8]=3)=[O:13])=[CH:18][CH:17]=2)[CH:25]=[C:26]([F:28])[CH:27]=1. (2) Given the reactants [NH2:1][CH:2]([C:11]1[C:16]([O:17][CH3:18])=[CH:15][CH:14]=[CH:13][C:12]=1[O:19][CH3:20])[CH2:3][CH:4]([CH3:10])[C:5]([O:7]CC)=O.[CH:21]([O:24][C:25]1[CH:26]=[C:27]([CH:30]=[CH:31][CH:32]=1)[CH:28]=O)([CH3:23])[CH3:22], predict the reaction product. The product is: [CH3:18][O:17][C:16]1[CH:15]=[CH:14][CH:13]=[C:12]([O:19][CH3:20])[C:11]=1[CH:2]1[N:1]([CH2:28][C:27]2[CH:30]=[CH:31][CH:32]=[C:25]([O:24][CH:21]([CH3:23])[CH3:22])[CH:26]=2)[C:5](=[O:7])[CH:4]([CH3:10])[CH2:3]1. (3) Given the reactants Cl[C:2]1[N:7]2[N:8]=[CH:9][CH:10]=[C:6]2[N:5]=[C:4]([S:11][CH3:12])[N:3]=1.[CH:13]1([NH2:16])[CH2:15][CH2:14]1.O, predict the reaction product. The product is: [CH:13]1([NH:16][C:2]2[N:7]3[N:8]=[CH:9][CH:10]=[C:6]3[N:5]=[C:4]([S:11][CH3:12])[N:3]=2)[CH2:15][CH2:14]1. (4) The product is: [C:25]1([S:31]([N:21]2[CH2:22][CH2:23][CH2:24][C@H:19]([C:17]([NH:16][C@H:13]3[CH2:12][CH2:11][C@H:10]([O:9][C:6]4[CH:5]=[CH:4][N:3]=[CH:8][CH:7]=4)[CH2:15][CH2:14]3)=[O:18])[CH2:20]2)(=[O:33])=[O:32])[CH:30]=[CH:29][CH:28]=[CH:27][CH:26]=1. Given the reactants Cl.Cl.[N:3]1[CH:8]=[CH:7][C:6]([O:9][C@H:10]2[CH2:15][CH2:14][C@H:13]([NH:16][C:17]([C@H:19]3[CH2:24][CH2:23][CH2:22][NH:21][CH2:20]3)=[O:18])[CH2:12][CH2:11]2)=[CH:5][CH:4]=1.[C:25]1([S:31](Cl)(=[O:33])=[O:32])[CH:30]=[CH:29][CH:28]=[CH:27][CH:26]=1.C(N(CC)CC)C, predict the reaction product. (5) Given the reactants [Br:1][C:2]1[CH:6]=[CH:5][NH:4][N:3]=1.[H-].[Na+].CS(O[CH:14]1[CH2:19][CH2:18][N:17]([C:20]([O:22][C:23]([CH3:26])([CH3:25])[CH3:24])=[O:21])[CH2:16][CH2:15]1)(=O)=O.O, predict the reaction product. The product is: [Br:1][C:2]1[N:3]([CH:14]2[CH2:19][CH2:18][N:17]([C:20]([O:22][C:23]([CH3:26])([CH3:25])[CH3:24])=[O:21])[CH2:16][CH2:15]2)[N:4]=[CH:5][CH:6]=1.